Dataset: Forward reaction prediction with 1.9M reactions from USPTO patents (1976-2016). Task: Predict the product of the given reaction. Given the reactants Cl.Cl.[CH:3]([C@H:16]1[N:21]2[CH2:22][CH2:23][N:24]([C:26]([O:28][CH2:29][C:30]3[CH:35]=[CH:34][CH:33]=[CH:32][CH:31]=3)=[O:27])[CH2:25][C@H:20]2[CH2:19][NH:18][CH2:17]1)([C:10]1[CH:15]=[CH:14][CH:13]=[CH:12][CH:11]=1)[C:4]1[CH:9]=[CH:8][CH:7]=[CH:6][CH:5]=1.C(N(CC)CC)C.[C:43](O[C:43]([O:45][C:46]([CH3:49])([CH3:48])[CH3:47])=[O:44])([O:45][C:46]([CH3:49])([CH3:48])[CH3:47])=[O:44].Cl, predict the reaction product. The product is: [CH:3]([C@H:16]1[N:21]2[CH2:22][CH2:23][N:24]([C:26]([O:28][CH2:29][C:30]3[CH:35]=[CH:34][CH:33]=[CH:32][CH:31]=3)=[O:27])[CH2:25][C@H:20]2[CH2:19][N:18]([C:43]([O:45][C:46]([CH3:49])([CH3:48])[CH3:47])=[O:44])[CH2:17]1)([C:10]1[CH:11]=[CH:12][CH:13]=[CH:14][CH:15]=1)[C:4]1[CH:9]=[CH:8][CH:7]=[CH:6][CH:5]=1.